Dataset: Reaction yield outcomes from USPTO patents with 853,638 reactions. Task: Predict the reaction yield, written as a fraction of the theoretical maximum amount of product (1.0 means a 100% yield; for example, 0.34 means a 34% yield). (1) The reactants are [CH:1]([C:3]1[CH:11]=[CH:10][C:6]([C:7](O)=[O:8])=[CH:5][CH:4]=1)=[O:2].S(Cl)(Cl)=O.[CH3:16][NH:17][CH3:18].O. The catalyst is C(Cl)Cl.CN(C=O)C. The product is [CH:1]([C:3]1[CH:11]=[CH:10][C:6]([C:7]([N:17]([CH3:18])[CH3:16])=[O:8])=[CH:5][CH:4]=1)=[O:2]. The yield is 0.530. (2) The reactants are [CH2:1]([C:3]1[CH:8]=[C:7]([OH:9])[CH:6]=[C:5]([CH2:10][CH3:11])[C:4]=1[C:12]1[CH:17]=[CH:16][CH:15]=[C:14]([CH:18]=[O:19])[CH:13]=1)[CH3:2].CC1C=CC(S(O[CH2:31][CH2:32][CH2:33][S:34]([CH3:37])(=[O:36])=[O:35])(=O)=O)=CC=1.C(=O)([O-])[O-].[K+].[K+].O. The catalyst is CN(C)C=O. The product is [CH2:10]([C:5]1[CH:6]=[C:7]([O:9][CH2:31][CH2:32][CH2:33][S:34]([CH3:37])(=[O:36])=[O:35])[CH:8]=[C:3]([CH2:1][CH3:2])[C:4]=1[C:12]1[CH:17]=[CH:16][CH:15]=[C:14]([CH:18]=[O:19])[CH:13]=1)[CH3:11]. The yield is 0.800. (3) The reactants are Br[C:2]1[CH:11]=[CH:10][C:5]([C:6]([O:8]C)=[O:7])=[CH:4][C:3]=1[C:12]([F:15])([F:14])[F:13].[CH:16](B1OB(C=C)OB(C=C)O1)=[CH2:17]. The catalyst is COCCOC.C(=O)([O-])[O-].[Na+].[Na+].C1C=CC(P(C2C=CC=CC=2)[C-]2C=CC=C2)=CC=1.C1C=CC(P(C2C=CC=CC=2)[C-]2C=CC=C2)=CC=1.Cl[Pd]Cl.[Fe+2].C(Cl)Cl. The product is [F:13][C:12]([F:15])([F:14])[C:3]1[CH:4]=[C:5]([CH:10]=[CH:11][C:2]=1[CH:16]=[CH2:17])[C:6]([OH:8])=[O:7]. The yield is 0.180. (4) The reactants are [CH2:1]([O:4][C:5]1[C:14]2[NH:13][CH:12]=[CH:11][C:10](=[O:15])[C:9]=2[C:8]2[CH:16]=[CH:17][CH:18]=[CH:19][C:7]=2[CH:6]=1)[CH2:2][CH3:3].C(=O)([O-])[O-].[K+].[K+].[I:26]I.S([O-])([O-])(=O)=S.[Na+].[Na+]. The catalyst is CN(C=O)C.C(OCC)(=O)C. The product is [I:26][C:11]1[C:10](=[O:15])[C:9]2[C:8]3[CH:16]=[CH:17][CH:18]=[CH:19][C:7]=3[CH:6]=[C:5]([O:4][CH2:1][CH2:2][CH3:3])[C:14]=2[NH:13][CH:12]=1. The yield is 0.870. (5) The reactants are [CH3:1][C:2]1[C:16](=[O:17])[N:15]=[C:14]2[N:4]([C@@H:5]3[O:9][C@H:8]([CH2:10][OH:11])[C@@H:7]([OH:12])[C@@H:6]3[O:13]2)[CH:3]=1.[CH3:18][O:19][CH2:20][CH2:21][O:22]B([O:22][CH2:21][CH2:20][O:19][CH3:18])[O:22][CH2:21][CH2:20][O:19][CH3:18]. The catalyst is COCCO. The product is [CH3:18][O:19][CH2:20][CH2:21][O:22][C@@H:6]1[C@H:7]([OH:12])[C@@H:8]([CH2:10][OH:11])[O:9][C@H:5]1[N:4]1[CH:3]=[C:2]([CH3:1])[C:16](=[O:17])[NH:15][C:14]1=[O:13]. The yield is 0.630.